Dataset: Full USPTO retrosynthesis dataset with 1.9M reactions from patents (1976-2016). Task: Predict the reactants needed to synthesize the given product. (1) Given the product [N:1]1[CH:6]=[CH:5][CH:4]=[C:3]([S:7]([Cl:12])(=[O:10])=[O:8])[CH:2]=1, predict the reactants needed to synthesize it. The reactants are: [N:1]1[CH:6]=[CH:5][CH:4]=[C:3]([S:7]([OH:10])(=O)=[O:8])[CH:2]=1.P(Cl)(Cl)(Cl)(Cl)[Cl:12].P(Cl)(Cl)(Cl)=O.C([O-])(O)=O.[Na+].[Na+].[Cl-]. (2) Given the product [F:17][C:18]1[CH:47]=[CH:46][C:21]([CH2:22][N:23]2[C:27](=[O:28])[N:26]([C:29]3[CH:33]=[C:32]([C:34]([NH:16][CH2:15][C:12]4[CH:13]=[CH:14][N:9]=[CH:10][CH:11]=4)=[O:35])[NH:31][N:30]=3)[CH:25]=[N:24]2)=[CH:20][CH:19]=1, predict the reactants needed to synthesize it. The reactants are: N1C=CC=CC=1CN.[N:9]1[CH:14]=[CH:13][C:12]([CH2:15][NH2:16])=[CH:11][CH:10]=1.[F:17][C:18]1[CH:47]=[CH:46][C:21]([CH2:22][N:23]2[C:27](=[O:28])[N:26]([C:29]3[CH:33]=[C:32]([C:34](O)=[O:35])[N:31](CC4C=CC(OC)=CC=4)[N:30]=3)[CH:25]=[N:24]2)=[CH:20][CH:19]=1. (3) Given the product [Br:10][C:7]1[CH:6]=[C:3]2[C:2](=[N:9][CH:8]=1)[N:1]=[C:12]([C:14]1[CH:19]=[CH:18][C:17]([F:20])=[CH:16][CH:15]=1)[CH:11]=[CH:4]2, predict the reactants needed to synthesize it. The reactants are: [NH2:1][C:2]1[N:9]=[CH:8][C:7]([Br:10])=[CH:6][C:3]=1[CH:4]=O.[CH3:11][C:12]([C:14]1[CH:19]=[CH:18][C:17]([F:20])=[CH:16][CH:15]=1)=O.[OH-].[K+]. (4) Given the product [Li+:30].[F:1][C:2]1[C:3]([C:20]2[N:24]([CH:25]([CH3:26])[CH3:27])[C:23]([CH3:28])=[N:22][CH:21]=2)=[N:4][C:5]([NH:8][C:9]2[CH:10]=[CH:11][C:12]([C:13]([O-:15])=[O:14])=[CH:18][CH:19]=2)=[N:6][CH:7]=1, predict the reactants needed to synthesize it. The reactants are: [F:1][C:2]1[C:3]([C:20]2[N:24]([CH:25]([CH3:27])[CH3:26])[C:23]([CH3:28])=[N:22][CH:21]=2)=[N:4][C:5]([NH:8][C:9]2[CH:19]=[CH:18][C:12]([C:13]([O:15]CC)=[O:14])=[CH:11][CH:10]=2)=[N:6][CH:7]=1.[OH-].[Li+:30]. (5) The reactants are: Br[C:2]1[C:3](F)=[CH:4][CH:5]=[C:6]2[C:11]=1[N:10]=C(NC(C)(C)C)[N:8](C)[C:7]2=[O:18].BrC1C(F)=CC=C2C=1N=C(Cl)N(C1CC1)C2=O.[Br:37][C:38]1[C:39]([F:57])=[CH:40][CH:41]=[C:42]2[C:47]=1[N:46]=[C:45]([NH:48][C:49]([CH3:52])([CH3:51])[CH3:50])[N:44]([CH:53]1[CH2:55][CH2:54]1)[C:43]2=[O:56]. Given the product [Br:37][C:38]1[C:39]([F:57])=[CH:40][CH:41]=[C:42]2[C:47]=1[N:46]=[C:45]([NH:48][C:49]([CH3:50])([CH3:51])[CH3:52])[N:44]([CH:53]1[CH2:54][CH2:55]1)[C:43]2=[O:56].[C:49]([NH:48][C:45]1[N:44]([CH:53]2[CH2:55][CH2:54]2)[C:43](=[O:56])[C:42]2[C:47](=[C:38]([C:4]3[NH:10][C:11]4[C@@H:2]([CH3:3])[NH:8][C:7](=[O:18])[C:6]=4[CH:5]=3)[C:39]([F:57])=[CH:40][CH:41]=2)[N:46]=1)([CH3:52])([CH3:51])[CH3:50], predict the reactants needed to synthesize it. (6) Given the product [N:2]1[N:3]=[CH:4][N:5]2[CH:10]=[CH:9][N:8]=[C:7]([N:11]3[CH2:15][CH2:14][C@H:13]([NH:16][C:29]([C:26]4[CH:27]=[CH:28][N:24]([C:21]5[CH:22]=[CH:23][C:18]([F:17])=[CH:19][CH:20]=5)[N:25]=4)=[O:30])[CH2:12]3)[C:6]=12, predict the reactants needed to synthesize it. The reactants are: Cl.[N:2]1[N:3]=[CH:4][N:5]2[CH:10]=[CH:9][N:8]=[C:7]([N:11]3[CH2:15][CH2:14][C@H:13]([NH2:16])[CH2:12]3)[C:6]=12.[F:17][C:18]1[CH:23]=[CH:22][C:21]([N:24]2[CH:28]=[CH:27][C:26]([C:29](O)=[O:30])=[N:25]2)=[CH:20][CH:19]=1.C(N(CC)C(C)C)C.CN(C(ON1N=NC2C=CC=NC1=2)=[N+](C)C)C.F[P-](F)(F)(F)(F)F. (7) Given the product [CH3:13][O:12][C:10]1[C:9]2[C:4](=[CH:5][CH:6]=[CH:7][CH:8]=2)[N:3]=[C:2]([NH:15][C@H:16]2[CH2:20][CH2:19][N:18]([C:21](=[O:34])[CH2:22][C:23]3[CH:24]=[CH:25][C:26]([O:29][C:30]([F:31])([F:32])[F:33])=[CH:27][CH:28]=3)[CH2:17]2)[N:11]=1, predict the reactants needed to synthesize it. The reactants are: Cl[C:2]1[N:11]=[C:10]([O:12][CH3:13])[C:9]2[C:4](=[CH:5][CH:6]=[CH:7][CH:8]=2)[N:3]=1.Cl.[NH2:15][C@H:16]1[CH2:20][CH2:19][N:18]([C:21](=[O:34])[CH2:22][C:23]2[CH:28]=[CH:27][C:26]([O:29][C:30]([F:33])([F:32])[F:31])=[CH:25][CH:24]=2)[CH2:17]1.C(N(CC)CC)C.C1COCC1. (8) Given the product [I:1][C:2]1[CH:7]=[CH:6][NH:5][C:4](=[O:8])[C:3]=1[CH:10]=[O:11], predict the reactants needed to synthesize it. The reactants are: [I:1][C:2]1[CH:7]=[CH:6][N:5]=[C:4]([O:8]C)[C:3]=1[CH:10]=[O:11].[I-].[Na+].C[Si](C)(C)Cl.